Predict the reaction yield, written as a fraction of the theoretical maximum amount of product (1.0 means a 100% yield; for example, 0.34 means a 34% yield). From a dataset of Reaction yield outcomes from USPTO patents with 853,638 reactions. (1) The catalyst is C(Cl)Cl. The yield is 0.710. The reactants are [CH3:1][C@@H:2]1[CH2:6][N:5]([C:7]([O:9][C:10]([CH3:13])([CH3:12])[CH3:11])=[O:8])[C@H:4]([C:14]([O:16][CH2:17][C:18]([C:20]2[CH:21]=[CH:22][C:23]3[C:32]4[CH:31]=[C:30]5[CH2:33][CH2:34][CH:35](Br)[C:36](=[O:37])[C:29]5=[CH:28][C:27]=4[O:26][CH2:25][C:24]=3[CH:39]=2)=[O:19])=[O:15])[CH2:3]1.[C:40]([O:44][C:45]([N:47]1[CH2:51][C@@H:50]([CH2:52][O:53][CH3:54])[CH2:49][C@H:48]1[C:55]([OH:57])=[O:56])=[O:46])([CH3:43])([CH3:42])[CH3:41].C([O-])([O-])=O.[Cs+].[Cs+]. The product is [CH3:1][C@@H:2]1[CH2:6][N:5]([C:7]([O:9][C:10]([CH3:13])([CH3:12])[CH3:11])=[O:8])[C@H:4]([C:14]([O:16][CH2:17][C:18]([C:20]2[CH:21]=[CH:22][C:23]3[C:32]4[CH:31]=[C:30]5[CH2:33][CH2:34][CH:35]([O:57][C:55]([C@@H:48]6[CH2:49][C@H:50]([CH2:52][O:53][CH3:54])[CH2:51][N:47]6[C:45]([O:44][C:40]([CH3:43])([CH3:42])[CH3:41])=[O:46])=[O:56])[C:36](=[O:37])[C:29]5=[CH:28][C:27]=4[O:26][CH2:25][C:24]=3[CH:39]=2)=[O:19])=[O:15])[CH2:3]1. (2) The reactants are C[O:2][C:3]([C:5]1([NH:11][C:12]([O:14][CH2:15][C:16]2[O:17][CH:18]=[CH:19][CH:20]=2)=[O:13])[CH2:10][CH2:9][CH2:8][CH2:7][CH2:6]1)=[O:4].[OH-].[Na+]. The catalyst is O1CCCC1. The product is [O:17]1[CH:18]=[CH:19][CH:20]=[C:16]1[CH2:15][O:14][C:12]([NH:11][C:5]1([C:3]([OH:4])=[O:2])[CH2:10][CH2:9][CH2:8][CH2:7][CH2:6]1)=[O:13]. The yield is 0.740. (3) No catalyst specified. The product is [F:1][C:2]([F:7])([F:6])[C:3]([OH:5])=[O:4].[CH2:8]([S:10]([N:13]1[CH2:14][CH2:15][CH:16]([C:19]2[C:27]3[C:22](=[C:23]([C:39]([NH2:41])=[O:40])[CH:24]=[C:25]([C:28]4[CH:32]=[CH:31][C:30]([CH:33]5[CH2:38][NH:37][CH2:36][CH2:35][NH:34]5)=[CH:44][CH:43]=4)[CH:26]=3)[NH:21][CH:20]=2)[CH2:17][CH2:18]1)(=[O:11])=[O:12])[CH3:9]. The yield is 0.259. The reactants are [F:1][C:2]([F:7])([F:6])[C:3]([OH:5])=[O:4].[CH2:8]([S:10]([N:13]1[CH2:18][CH2:17][CH:16]([C:19]2[C:27]3[C:22](=[C:23]([C:39]([NH2:41])=[O:40])[CH:24]=[C:25]([C:28]4S[C:30]([CH:33]5[CH2:38][NH:37][CH2:36][CH2:35][NH:34]5)=[CH:31][CH:32]=4)[CH:26]=3)[NH:21][CH:20]=2)[CH2:15][CH2:14]1)(=[O:12])=[O:11])[CH3:9].Br[C:43]1SC(C2CNCCN2)=C[CH:44]=1. (4) The reactants are C(OC([N:8]1[CH2:11][CH:10]([O:12][C:13]2[CH:18]=[CH:17][C:16]([NH:19][C:20]([C:22]3[S:26][C:25]([C:27]4[CH:32]=[CH:31][C:30]([Cl:33])=[CH:29][CH:28]=4)=[N:24][C:23]=3[CH2:34][CH:35](OC)OC)=[O:21])=[CH:15][C:14]=2[O:40][CH3:41])[CH2:9]1)=O)(C)(C)C.Cl. The catalyst is CCO. The product is [ClH:33].[NH:8]1[CH2:11][CH:10]([O:12][C:13]2[CH:18]=[CH:17][C:16]([N:19]3[CH:35]=[CH:34][C:23]4[N:24]=[C:25]([C:27]5[CH:32]=[CH:31][C:30]([Cl:33])=[CH:29][CH:28]=5)[S:26][C:22]=4[C:20]3=[O:21])=[CH:15][C:14]=2[O:40][CH3:41])[CH2:9]1. The yield is 0.970. (5) The reactants are Cl[C:2]1[C:3]([C:17]([C:19]2[CH:24]=[CH:23][CH:22]=[CH:21][C:20]=2[Cl:25])=O)=[N:4][CH:5]=[C:6]([O:8][C:9]2[CH:14]=[CH:13][C:12]([F:15])=[CH:11][C:10]=2[F:16])[N:7]=1.O.[NH2:27][NH2:28]. The catalyst is C(O)C. The product is [Cl:25][C:20]1[CH:21]=[CH:22][CH:23]=[CH:24][C:19]=1[C:17]1[C:3]2[C:2](=[N:7][C:6]([O:8][C:9]3[CH:14]=[CH:13][C:12]([F:15])=[CH:11][C:10]=3[F:16])=[CH:5][N:4]=2)[NH:28][N:27]=1. The yield is 0.420. (6) The reactants are C[Al](C)C.[CH:5]#[C:6][CH2:7][CH2:8][CH2:9][CH2:10][CH2:11][CH3:12].Cl[CH2:14][C:15]1[C:16](=[O:25])[C:17]([CH3:24])=[C:18]([CH3:23])[C:19](=[O:22])[C:20]=1[CH3:21].[Li][CH2:27]CCC.C(O)(=O)CC(CC(O)=O)(C(O)=O)O. The catalyst is CCCCCCC.C1COCC1.[Cl-].[Cl-].[CH-]1C=CC=C1.[CH-]1C=CC=C1.[Zr+2].Cl[Ni](Cl)([P](C1C=CC=CC=1)(C1C=CC=CC=1)C1C=CC=CC=1)[P](C1C=CC=CC=1)(C1C=CC=CC=1)C1C=CC=CC=1.CCOC(C)=O. The product is [CH3:24][C:17]1[C:16](=[O:25])[C:15]([CH2:14]/[CH:5]=[C:6](\[CH3:27])/[CH2:7][CH2:8][CH2:9][CH2:10][CH2:11][CH3:12])=[C:20]([CH3:21])[C:19](=[O:22])[C:18]=1[CH3:23]. The yield is 0.239. (7) The reactants are [CH3:1][O:2][C:3]1[CH:9]=[C:8]([N+:10]([O-:12])=[O:11])[CH:7]=[CH:6][C:4]=1[NH2:5].[CH3:13][S:14](Cl)(=[O:16])=[O:15].Cl. The catalyst is N1C=CC=CC=1. The yield is 0.980. The product is [CH3:1][O:2][C:3]1[CH:9]=[C:8]([N+:10]([O-:12])=[O:11])[CH:7]=[CH:6][C:4]=1[NH:5][S:14]([CH3:13])(=[O:16])=[O:15]. (8) The reactants are [CH2:1]([NH:4][C:5]([C:7]1[S:8][CH:9]=[CH:10][C:11]=1[C:12]1[CH:17]=[CH:16][C:15]([Cl:18])=[CH:14][C:13]=1[Cl:19])=O)[CH:2]=[CH2:3].C(Cl)Cl.P(Cl)(Cl)(Cl)(Cl)Cl.Cl.CO[CH:32](OC)[CH2:33][NH2:34].O1CCOCC1. The yield is 0.760. The product is [CH2:1]([N:4]1[CH:32]=[CH:33][N:34]=[C:5]1[C:7]1[S:8][CH:9]=[CH:10][C:11]=1[C:12]1[CH:17]=[CH:16][C:15]([Cl:18])=[CH:14][C:13]=1[Cl:19])[CH:2]=[CH2:3]. The catalyst is O1CCOCC1. (9) The reactants are [F:1][C:2]1[C:3]([C:16]2[S:20][C:19]3[C:21](B4OC(C)(C)C(C)(C)O4)=[CH:22][CH:23]=[CH:24][C:18]=3[CH:17]=2)=[N:4][C:5]([NH:8][CH2:9][CH2:10][N:11]2[CH:15]=[CH:14][N:13]=[N:12]2)=[N:6][CH:7]=1.[F:34][C:35]1C2[C:38](=[N:39][CH:40]=CC=2Br)[NH:37][CH:36]=1.O.O.O.O.O.O.O.O.[OH-].[Ba+2].[OH-].C(=O)([O-])[O-].[Na+].[Na+].C(=O)([O-])[O-].[K+].[K+].C(=O)(O)[O-].[Na+].C(Cl)(Cl)Cl.[CH3:77][CH:78](O)[CH3:79]. The catalyst is C1C=CC(P(C2C=CC=CC=2)[C-]2C=CC=C2)=CC=1.C1C=CC(P(C2C=CC=CC=2)[C-]2C=CC=C2)=CC=1.Cl[Pd]Cl.[Fe+2].O.CC#N.CS(C)=O.C1COCC1.O1CCOCC1.CN(C=O)C. The product is [N:11]1([CH2:10][CH2:9][NH:8][C:5]2[N:4]=[C:3]([C:16]3[S:20][C:19]4[C:21]([C:77]5[C:35]([F:34])=[CH:36][N:37]=[C:38]6[NH:39][CH:40]=[CH:79][C:78]=56)=[CH:22][CH:23]=[CH:24][C:18]=4[CH:17]=3)[C:2]([F:1])=[CH:7][N:6]=2)[CH:15]=[CH:14][N:13]=[N:12]1. The yield is 0.470. (10) The yield is 0.410. The product is [CH:14]1([C:12]([NH:11][C:9]2[N:10]=[C:5]3[CH:4]=[CH:3][C:2]([O:17][C:18]4[CH:19]=[C:20]([CH:25]=[CH:26][CH:27]=4)[C:21]([O:23][CH3:24])=[O:22])=[N:7][N:6]3[CH:8]=2)=[O:13])[CH2:16][CH2:15]1. The reactants are I[C:2]1[CH:3]=[CH:4][C:5]2[N:6]([CH:8]=[C:9]([NH:11][C:12]([CH:14]3[CH2:16][CH2:15]3)=[O:13])[N:10]=2)[N:7]=1.[OH:17][C:18]1[CH:19]=[C:20]([CH:25]=[CH:26][CH:27]=1)[C:21]([O:23][CH3:24])=[O:22].C(=O)([O-])[O-].[K+].[K+]. The catalyst is CN(C)C=O.